This data is from Forward reaction prediction with 1.9M reactions from USPTO patents (1976-2016). The task is: Predict the product of the given reaction. Given the reactants Cl[C:2]1[N:7]=[C:6]([NH:8][C:9]2[C:18]([O:19]C)=[CH:17][CH:16]=[CH:15][C:10]=2[C:11]([NH:13][CH3:14])=[O:12])[C:5]([Cl:21])=[CH:4][N:3]=1.[CH3:22][O:23][CH2:24][CH2:25][N:26]1[CH2:32][CH2:31][C:30]2[CH:33]=[C:34]([NH2:37])[CH:35]=[CH:36][C:29]=2[CH2:28][CH2:27]1, predict the reaction product. The product is: [Cl:21][C:5]1[C:6]([NH:8][C:9]2[C:18]([OH:19])=[CH:17][CH:16]=[CH:15][C:10]=2[C:11]([NH:13][CH3:14])=[O:12])=[N:7][C:2]([NH:37][C:34]2[CH:35]=[CH:36][C:29]3[CH2:28][CH2:27][N:26]([CH2:25][CH2:24][O:23][CH3:22])[CH2:32][CH2:31][C:30]=3[CH:33]=2)=[N:3][CH:4]=1.